Dataset: Full USPTO retrosynthesis dataset with 1.9M reactions from patents (1976-2016). Task: Predict the reactants needed to synthesize the given product. (1) Given the product [CH2:1]([N:3]1[CH:12]=[C:11]([C:13]2[CH:14]=[N:15][C:16]([N:26]3[CH2:31][CH2:30][CH:29]([C:32]([OH:35])([CH3:34])[CH3:33])[CH2:28][CH2:27]3)=[C:17]([CH3:19])[CH:18]=2)[C:10]2[C:5](=[CH:6][C:7]([O:23][CH3:24])=[C:8]([O:21][CH3:22])[CH:9]=2)[C:4]1=[O:25])[CH3:2], predict the reactants needed to synthesize it. The reactants are: [CH2:1]([N:3]1[CH:12]=[C:11]([C:13]2[CH:14]=[N:15][C:16](F)=[C:17]([CH3:19])[CH:18]=2)[C:10]2[C:5](=[CH:6][C:7]([O:23][CH3:24])=[C:8]([O:21][CH3:22])[CH:9]=2)[C:4]1=[O:25])[CH3:2].[NH:26]1[CH2:31][CH2:30][CH:29]([C:32]([OH:35])([CH3:34])[CH3:33])[CH2:28][CH2:27]1. (2) Given the product [Cl:48][C:20]1[C:15]2[CH2:14][N:13]([C:11]3[CH:12]=[C:7]([CH:4]([CH3:6])[CH3:5])[CH:8]=[CH:9][C:10]=3[CH3:45])[CH2:44][CH2:43][C:16]=2[N:17]=[C:18]([C:23]2[CH:31]=[CH:30][CH:29]=[C:28]3[C:24]=2[C:25]([CH3:42])=[CH:26][N:27]3[S:32]([C:35]2[CH:41]=[CH:40][C:38]([CH3:39])=[CH:37][CH:36]=2)(=[O:33])=[O:34])[N:19]=1, predict the reactants needed to synthesize it. The reactants are: C(O)C.[CH:4]([C:7]1[CH:8]=[CH:9][C:10]([CH3:45])=[C:11]([N:13]2[CH2:44][CH2:43][C:16]3[N:17]=[C:18]([C:23]4[CH:31]=[CH:30][CH:29]=[C:28]5[C:24]=4[C:25]([CH3:42])=[CH:26][N:27]5[S:32]([C:35]4[CH:41]=[CH:40][C:38]([CH3:39])=[CH:37][CH:36]=4)(=[O:34])=[O:33])[N:19]=[C:20](OC)[C:15]=3[CH2:14]2)[CH:12]=1)([CH3:6])[CH3:5].Cl.[Cl-].[Cl:48]C=[N+](C)C. (3) Given the product [F:20][C:17]([CH3:19])([CH3:18])[CH2:16][N:15]1[C:11]2[C:10]3[CH:9]=[CH:8][CH:7]=[CH:6][C:5]=3[N:4]=[C:3]([NH2:22])[C:12]=2[N:13]=[C:14]1[NH2:21], predict the reactants needed to synthesize it. The reactants are: Br.Cl[C:3]1[C:12]2[N:13]=[C:14]([NH2:21])[N:15]([CH2:16][C:17]([F:20])([CH3:19])[CH3:18])[C:11]=2[C:10]2[CH:9]=[CH:8][CH:7]=[CH:6][C:5]=2[N:4]=1.[NH3:22]. (4) Given the product [ClH:28].[CH3:1][C@H:2]1[CH2:3][NH:4][CH2:5][CH2:6][N:7]1[S:8]([C:11]1[CH:12]=[CH:13][C:14]([C:17]([F:20])([F:18])[F:19])=[CH:15][CH:16]=1)(=[O:10])=[O:9], predict the reactants needed to synthesize it. The reactants are: [CH3:1][C@@H:2]1[N:7]([S:8]([C:11]2[CH:16]=[CH:15][C:14]([C:17]([F:20])([F:19])[F:18])=[CH:13][CH:12]=2)(=[O:10])=[O:9])[CH2:6][CH2:5][N:4](C(OC(C)(C)C)=O)[CH2:3]1.[ClH:28]. (5) Given the product [CH3:36][O:35][C:34]1[CH:37]=[CH:38][C:31]([CH2:30][N:39]2[CH2:10][CH2:9][C:7]3[N:8]=[C:3]([S:2][CH3:1])[N:4]=[C:5]([NH:17][C:18]4[CH:23]=[CH:22][CH:21]=[C:20]([C:24]5[N:29]=[CH:28][CH:27]=[CH:26][N:25]=5)[CH:19]=4)[C:6]=3[C:12]2=[O:13])=[CH:32][CH:33]=1, predict the reactants needed to synthesize it. The reactants are: [CH3:1][S:2][C:3]1[N:8]=[C:7]([CH2:9][CH:10]=O)[C:6]([C:12](OCC)=[O:13])=[C:5]([NH:17][C:18]2[CH:23]=[CH:22][CH:21]=[C:20]([C:24]3[N:29]=[CH:28][CH:27]=[CH:26][N:25]=3)[CH:19]=2)[N:4]=1.[CH2:30]([NH2:39])[C:31]1[CH:38]=[CH:37][C:34]([O:35][CH3:36])=[CH:33][CH:32]=1.CC(O)=O.[BH-](OC(C)=O)(OC(C)=O)OC(C)=O.[Na+]. (6) The reactants are: C([O:3][P:4]([CH2:9][CH:10]([NH:36][S:37]([NH:40]C(OCC[Si](C)(C)C)=O)(=[O:39])=[O:38])[CH2:11][C:12]([CH3:35])=[CH:13][CH2:14][C:15]1[C:16]([O:28]CC[Si](C)(C)C)=[C:17]2[C:21](=[C:22]([CH3:26])[C:23]=1[O:24][CH3:25])[CH2:20][O:19][C:18]2=[O:27])(=[O:8])[O:5]CC)C.N1C(C)=CC=CC=1C.Br[Si](C)(C)C.CO. Given the product [OH:28][C:16]1[C:15]([CH2:14][CH:13]=[C:12]([CH3:35])[CH2:11][CH:10]([NH:36][S:37]([NH2:40])(=[O:38])=[O:39])[CH2:9][P:4](=[O:3])([OH:5])[OH:8])=[C:23]([O:24][CH3:25])[C:22]([CH3:26])=[C:21]2[C:17]=1[C:18](=[O:27])[O:19][CH2:20]2, predict the reactants needed to synthesize it. (7) Given the product [C:3]1([CH3:8])[CH:4]=[C:5]([CH3:7])[CH:6]=[C:1]([CH3:12])[C:2]=1[CH2:9][CH:10]=[O:11], predict the reactants needed to synthesize it. The reactants are: [C:1]1([CH3:12])[CH:6]=[C:5]([CH3:7])[CH:4]=[C:3]([CH3:8])[C:2]=1[CH2:9][CH2:10][OH:11].C(OI1(OC(=O)C)(OC(=O)C)C2C=CC=CC=2C(=O)O1)(=O)C. (8) Given the product [N+:1]([C:4]1[CH:5]=[CH:6][C:7]([O:10][C:11]2[CH:12]=[C:13]3[C:17](=[CH:18][CH:19]=2)[N:16]([CH3:22])[N:15]=[CH:14]3)=[N:8][CH:9]=1)([O-:3])=[O:2], predict the reactants needed to synthesize it. The reactants are: [N+:1]([C:4]1[CH:5]=[CH:6][C:7]([O:10][C:11]2[CH:12]=[C:13]3[C:17](=[CH:18][CH:19]=2)[NH:16][N:15]=[CH:14]3)=[N:8][CH:9]=1)([O-:3])=[O:2].[H-].[Na+].[CH3:22]I. (9) The reactants are: [NH:1]1[C:8](=[O:9])[CH2:7][C:5](=O)[NH:4][C:2]1=[O:3].C(N(CC)C(C)C)(C)C.[N:19]([CH2:22][C:23]([O:25]CC)=[O:24])=[C:20]=[O:21].CN(C=[O:32])C. Given the product [OH:32][N:4]1[CH:5]=[C:7]([C:20]([NH:19][CH2:22][C:23]([OH:25])=[O:24])=[O:21])[C:8](=[O:9])[NH:1][C:2]1=[O:3], predict the reactants needed to synthesize it.